Dataset: Catalyst prediction with 721,799 reactions and 888 catalyst types from USPTO. Task: Predict which catalyst facilitates the given reaction. (1) Reactant: [Br:1][C:2]1[S:3][CH:4]=[C:5]([CH:7]=O)[N:6]=1.[F:9][C:10]1[CH:16]=[CH:15][C:13]([NH2:14])=[CH:12][CH:11]=1.C(O)(=O)C.C(O[BH-](OC(=O)C)OC(=O)C)(=O)C.[Na+]. Product: [Br:1][C:2]1[S:3][CH:4]=[C:5]([CH2:7][NH:14][C:13]2[CH:15]=[CH:16][C:10]([F:9])=[CH:11][CH:12]=2)[N:6]=1. The catalyst class is: 4. (2) Reactant: [N:1]1[CH:6]=[CH:5][CH:4]=[C:3](B(O)O)[CH:2]=1.C([O-])([O-])=O.[Na+].[Na+].Cl[C:17]1[N:22]2[N:23]=[C:24]([NH2:26])[N:25]=[C:21]2[CH:20]=[C:19]([C:27]2[CH:28]=[N:29][CH:30]=[CH:31][CH:32]=2)[CH:18]=1.C(Cl)Cl. Product: [N:1]1[CH:6]=[CH:5][CH:4]=[C:3]([C:17]2[N:22]3[N:23]=[C:24]([NH2:26])[N:25]=[C:21]3[CH:20]=[C:19]([C:27]3[CH:28]=[N:29][CH:30]=[CH:31][CH:32]=3)[CH:18]=2)[CH:2]=1. The catalyst class is: 11.